Dataset: Full USPTO retrosynthesis dataset with 1.9M reactions from patents (1976-2016). Task: Predict the reactants needed to synthesize the given product. The reactants are: C(OC([N:8]1[CH2:17][CH2:16][C:15]2[C:11](=[C:12](OS(C(F)(F)F)(=O)=O)[N:13]([CH:18]3[CH2:20][CH2:19]3)[N:14]=2)[CH2:10][CH2:9]1)=O)(C)(C)C.[CH3:29][C:30]1[CH:35]=[CH:34][C:33](B(O)O)=[CH:32][CH:31]=1. Given the product [CH:18]1([N:13]2[C:12]([C:33]3[CH:34]=[CH:35][C:30]([CH3:29])=[CH:31][CH:32]=3)=[C:11]3[C:15]([CH2:16][CH2:17][NH:8][CH2:9][CH2:10]3)=[N:14]2)[CH2:19][CH2:20]1, predict the reactants needed to synthesize it.